From a dataset of Peptide-MHC class II binding affinity with 134,281 pairs from IEDB. Regression. Given a peptide amino acid sequence and an MHC pseudo amino acid sequence, predict their binding affinity value. This is MHC class II binding data. (1) The peptide sequence is DGTYDITKLGAKPDG. The MHC is HLA-DQA10501-DQB10201 with pseudo-sequence HLA-DQA10501-DQB10201. The binding affinity (normalized) is 0.0433. (2) The binding affinity (normalized) is 0.468. The peptide sequence is MWDPDVYLAFSGHRN. The MHC is DRB1_0701 with pseudo-sequence DRB1_0701. (3) The peptide sequence is YDKILANVSTVLTGK. The MHC is DRB3_0202 with pseudo-sequence DRB3_0202. The binding affinity (normalized) is 0.858. (4) The peptide sequence is LENLVVLNAASVAGAHW. The MHC is DRB1_1501 with pseudo-sequence DRB1_1501. The binding affinity (normalized) is 0.